Dataset: Forward reaction prediction with 1.9M reactions from USPTO patents (1976-2016). Task: Predict the product of the given reaction. (1) Given the reactants [NH2:1][C:2]1[CH:7]=[CH:6][C:5]([Cl:8])=[CH:4][C:3]=1/[CH:9]=[CH:10]/[C:11]1[CH:20]=[CH:19][C:14]([C:15]([O:17][CH3:18])=[O:16])=[CH:13][CH:12]=1.[Cl:21][C:22]1[CH:27]=[CH:26][C:25]([S:28](Cl)(=[O:30])=[O:29])=[CH:24][CH:23]=1.Cl, predict the reaction product. The product is: [Cl:21][C:22]1[CH:27]=[CH:26][C:25]([S:28]([NH:1][C:2]2[CH:7]=[CH:6][C:5]([Cl:8])=[CH:4][C:3]=2/[CH:9]=[CH:10]/[C:11]2[CH:12]=[CH:13][C:14]([C:15]([O:17][CH3:18])=[O:16])=[CH:19][CH:20]=2)(=[O:30])=[O:29])=[CH:24][CH:23]=1. (2) Given the reactants [CH:1]([C:3]1[N:4]=[C:5]([C:12]([O:14][CH2:15][CH3:16])=[O:13])[N:6]2[CH:11]=[CH:10][CH:9]=[CH:8][C:7]=12)=O.[NH:17]1[CH2:22][CH2:21][O:20][CH2:19][CH2:18]1.[BH-](OC(C)=O)(OC(C)=O)OC(C)=O.[Na+], predict the reaction product. The product is: [N:17]1([CH2:1][C:3]2[N:4]=[C:5]([C:12]([O:14][CH2:15][CH3:16])=[O:13])[N:6]3[CH:11]=[CH:10][CH:9]=[CH:8][C:7]=23)[CH2:22][CH2:21][O:20][CH2:19][CH2:18]1. (3) Given the reactants [CH2:1]([O:8][C@H:9]1[C@H:14]([O:15][CH2:16][C:17]2[CH:22]=[CH:21][CH:20]=[CH:19][CH:18]=2)[C@@H:13]([CH2:23][O:24][CH2:25][C:26]2[CH:31]=[CH:30][CH:29]=[CH:28][CH:27]=2)[O:12][C@@H:11]([O:32][C@H:33]2[C@@H:42]([O:43][CH2:44][C:45]3[CH:50]=[CH:49][CH:48]=[CH:47][CH:46]=3)[C@H:41]([O:51][CH2:52][C:53]3[CH:58]=[CH:57][CH:56]=[CH:55][CH:54]=3)[C@@H:40]([CH2:59][O:60][CH2:61][C:62]3[CH:67]=[CH:66][CH:65]=[CH:64][CH:63]=3)[O:39][C@H:34]2[O:35][CH2:36][CH:37]=[CH2:38])[C@@H:10]1[O:68]C(=O)C)[C:2]1[CH:7]=[CH:6][CH:5]=[CH:4][CH:3]=1.C[O-].[Na+], predict the reaction product. The product is: [CH2:1]([O:8][C@H:9]1[C@H:14]([O:15][CH2:16][C:17]2[CH:22]=[CH:21][CH:20]=[CH:19][CH:18]=2)[C@@H:13]([CH2:23][O:24][CH2:25][C:26]2[CH:31]=[CH:30][CH:29]=[CH:28][CH:27]=2)[O:12][C@@H:11]([O:32][C@H:33]2[C@@H:42]([O:43][CH2:44][C:45]3[CH:50]=[CH:49][CH:48]=[CH:47][CH:46]=3)[C@H:41]([O:51][CH2:52][C:53]3[CH:54]=[CH:55][CH:56]=[CH:57][CH:58]=3)[C@@H:40]([CH2:59][O:60][CH2:61][C:62]3[CH:63]=[CH:64][CH:65]=[CH:66][CH:67]=3)[O:39][C@H:34]2[O:35][CH2:36][CH:37]=[CH2:38])[C@@H:10]1[OH:68])[C:2]1[CH:7]=[CH:6][CH:5]=[CH:4][CH:3]=1. (4) Given the reactants [F:1][C:2]1[CH:3]=[C:4]2[C:8](=[C:9]([F:11])[CH:10]=1)[NH:7][CH:6]=[C:5]2[CH2:12][CH:13]([NH:16][C:17]([C:19]1[CH:20]=[C:21]([C:31]2[CH:36]=[CH:35][C:34]([C:37](=[O:40])[NH:38][CH3:39])=[C:33]([Cl:41])[CH:32]=2)[CH:22]=[C:23]2[C:28]=1[O:27][C:26]([CH3:30])([CH3:29])[CH:25]=[CH:24]2)=[O:18])[CH2:14][OH:15], predict the reaction product. The product is: [F:1][C:2]1[CH:3]=[C:4]2[C:8](=[C:9]([F:11])[CH:10]=1)[NH:7][CH:6]=[C:5]2[CH2:12][CH:13]([NH:16][C:17]([C:19]1[CH:20]=[C:21]([C:31]2[CH:36]=[CH:35][C:34]([C:37](=[O:40])[NH:38][CH3:39])=[C:33]([Cl:41])[CH:32]=2)[CH:22]=[C:23]2[C:28]=1[O:27][C:26]([CH3:30])([CH3:29])[CH2:25][CH2:24]2)=[O:18])[CH2:14][OH:15]. (5) Given the reactants [CH3:1][O:2][CH2:3][CH2:4][O:5][C:6]1[CH:11]=[CH:10][C:9]([C:12]2[N:13]=[C:14]3[CH:19]=[CH:18][C:17]([O:20][CH2:21][CH2:22][CH3:23])=[N:16][N:15]3[CH:24]=2)=[CH:8][CH:7]=1.[CH2:25]=O.[CH3:27][NH:28][CH3:29], predict the reaction product. The product is: [CH3:1][O:2][CH2:3][CH2:4][O:5][C:6]1[CH:11]=[CH:10][C:9]([C:12]2[N:13]=[C:14]3[CH:19]=[C:18]([CH3:25])[C:17]([O:20][CH2:21][CH2:22][CH3:23])=[N:16][N:15]3[C:24]=2[N:28]([CH3:29])[CH3:27])=[CH:8][CH:7]=1. (6) Given the reactants [N+:1]([C:4]1[CH:9]=[CH:8][C:7]([C:10]2[C:14](B3OC(C)(C)C(C)(C)O3)=[CH:13][N:12](CC(OC(C)(C)C)=O)[N:11]=2)=[CH:6][CH:5]=1)([O-:3])=[O:2].Cl.[C:33](NN)([CH3:36])([CH3:35])[CH3:34], predict the reaction product. The product is: [CH3:34][C:33]([N:11]1[C:10]([C:7]2[CH:6]=[CH:5][C:4]([N+:1]([O-:3])=[O:2])=[CH:9][CH:8]=2)=[CH:14][CH:13]=[N:12]1)([CH3:36])[CH3:35]. (7) Given the reactants [C:1]1([C:7]2[N:11]=[C:10]([N:12]3[CH2:17][CH2:16][NH:15][CH2:14][CH2:13]3)[S:9][N:8]=2)[CH:6]=[CH:5][CH:4]=[CH:3][CH:2]=1.C(N(CC)CC)C.[F:25][C:26]([F:37])([F:36])[C:27]1[CH:32]=[CH:31][CH:30]=[CH:29][C:28]=1[N:33]=[C:34]=[O:35], predict the reaction product. The product is: [C:1]1([C:7]2[N:11]=[C:10]([N:12]3[CH2:17][CH2:16][N:15]([C:34]([NH:33][C:28]4[CH:29]=[CH:30][CH:31]=[CH:32][C:27]=4[C:26]([F:25])([F:36])[F:37])=[O:35])[CH2:14][CH2:13]3)[S:9][N:8]=2)[CH:2]=[CH:3][CH:4]=[CH:5][CH:6]=1.